This data is from Full USPTO retrosynthesis dataset with 1.9M reactions from patents (1976-2016). The task is: Predict the reactants needed to synthesize the given product. (1) Given the product [N:11]1[CH:12]=[CH:13][C:8]([C:4]2[CH:5]=[C:6]([NH2:7])[N:2]([CH2:1][C:15]([F:20])([F:19])[F:14])[N:3]=2)=[CH:9][CH:10]=1, predict the reactants needed to synthesize it. The reactants are: [CH3:1][N:2]1[C:6]([NH2:7])=[CH:5][C:4]([C:8]2[CH:13]=[CH:12][N:11]=[CH:10][CH:9]=2)=[N:3]1.[F:14][C:15]([F:20])([F:19])CNN. (2) Given the product [CH3:22][C:20]1[CH:21]=[C:16]2[C:17]([NH:23][C:3](=[O:2])[C:5]3[N:6]2[CH:7]=[C:8]([C:10]2[CH:11]=[CH:12][CH:13]=[CH:14][CH:15]=2)[CH:9]=3)=[CH:18][CH:19]=1, predict the reactants needed to synthesize it. The reactants are: C[O:2][C:3]([C:5]1[N:6]([C:16]2[CH:21]=[C:20]([CH3:22])[CH:19]=[CH:18][C:17]=2[N+:23]([O-])=O)[CH:7]=[C:8]([C:10]2[CH:15]=[CH:14][CH:13]=[CH:12][CH:11]=2)[CH:9]=1)=O. (3) Given the product [C:32]([C@:26]1([OH:30])[CH2:25][CH2:24][C@H:23]2[C@H:22]3[C:13]([C@@H:12]([C:9]4[CH:10]=[CH:11][C:6]([CH:5]=[O:4])=[CH:7][CH:8]=4)[CH2:29][C@:27]12[CH3:28])=[C:14]1[C:19](=[CH:18][C:17](=[O:35])[CH2:16][CH2:15]1)[CH2:20][CH2:21]3)#[CH:33], predict the reactants needed to synthesize it. The reactants are: O.C1O[CH:5]([C:6]2[CH:11]=[CH:10][C:9]([C@H:12]3[CH2:29][C@@:27]4([CH3:28])[C@@H:23]([CH2:24][CH2:25][C@:26]4([C:32]#[CH:33])[O:30]C)[C@H:22]4[C:13]3=[C:14]3[C@@:19](O)([CH2:20][CH2:21]4)[CH2:18][C:17](OC)([O:35]C)[CH2:16][CH2:15]3)=[CH:8][CH:7]=2)[O:4]C1.C1(C)C=CC(S(O)(=O)=O)=CC=1.C(=O)(O)[O-].[Na+]. (4) Given the product [C:1]([O:5][C:6]([N:8]1[CH2:13][CH2:12][CH:11]([CH2:14][CH2:15][CH2:16][C:17]2[CH:18]=[N:19][CH:20]=[CH:21][CH:22]=2)[CH2:10][CH2:9]1)=[O:7])([CH3:4])([CH3:2])[CH3:3], predict the reactants needed to synthesize it. The reactants are: [C:1]([O:5][C:6]([N:8]1[CH2:13][CH2:12][CH:11]([CH2:14][CH:15]=[CH:16][C:17]2[CH:18]=[N:19][CH:20]=[CH:21][CH:22]=2)[CH2:10][CH2:9]1)=[O:7])([CH3:4])([CH3:3])[CH3:2].[H][H]. (5) The reactants are: [CH3:1][CH:2]([CH3:14])[C@H:3]([NH:7][C:8]([O:10][CH:11]([CH3:13])[CH3:12])=[O:9])[C:4]([OH:6])=O.CN1CCOCC1.CC(C)COC(Cl)=O.Cl.[NH2:31][C@@H:32]([CH:44]([CH3:46])[CH3:45])[CH2:33][NH:34][C:35](=[O:43])[C:36]1[CH:41]=[CH:40][CH:39]=[CH:38][C:37]=1[Cl:42].C(N(CC)CC)C. Given the product [Cl:42][C:37]1[CH:38]=[CH:39][CH:40]=[CH:41][C:36]=1[C:35]([NH:34][CH2:33][C@@H:32]([NH:31][C:4](=[O:6])[C@@H:3]([NH:7][C:8]([O:10][CH:11]([CH3:13])[CH3:12])=[O:9])[CH:2]([CH3:1])[CH3:14])[CH:44]([CH3:46])[CH3:45])=[O:43], predict the reactants needed to synthesize it.